This data is from Retrosynthesis with 50K atom-mapped reactions and 10 reaction types from USPTO. The task is: Predict the reactants needed to synthesize the given product. (1) Given the product CCOc1ccc(C=CCCCCC(=O)O)cc1, predict the reactants needed to synthesize it. The reactants are: CCOc1ccc(C=O)cc1.O=C(O)CCCCC[P+](c1ccccc1)(c1ccccc1)c1ccccc1. (2) Given the product Cc1cc(NC(=O)OC(C)(C)C)c([N+](=O)[O-])cc1C#Cc1ccccc1, predict the reactants needed to synthesize it. The reactants are: C#Cc1ccccc1.Cc1cc(NC(=O)OC(C)(C)C)c([N+](=O)[O-])cc1I. (3) Given the product CC(C)OC(=O)N1CCC(COc2ccc(-c3ccc(S(C)(=O)=O)cc3)nc2F)CC1, predict the reactants needed to synthesize it. The reactants are: CC(C)OC(=O)N1CCC(COc2ccc(Br)nc2F)CC1.CS(=O)(=O)c1ccc(B(O)O)cc1. (4) Given the product COc1cc2oc(C(=O)NC3CCN(Cc4ccc5c(c4)OCCO5)CC3)cc(=O)c2cc1F, predict the reactants needed to synthesize it. The reactants are: COc1cc2oc(C(=O)NC3CCNCC3)cc(=O)c2cc1F.O=Cc1ccc2c(c1)OCCO2.